This data is from Full USPTO retrosynthesis dataset with 1.9M reactions from patents (1976-2016). The task is: Predict the reactants needed to synthesize the given product. (1) Given the product [NH2:32][C:31]1[CH:30]=[CH:29][CH:28]=[C:27]([CH3:35])[C:26]=1[NH:25][C:18]1[N:17]=[CH:16][C:15]2[N:14]=[C:13]([C:3]3[CH:4]=[C:5]([O:10][CH3:11])[CH:6]=[C:7]([O:8][CH3:9])[CH:2]=3)[C:22](=[O:23])[N:21]([CH3:24])[C:20]=2[N:19]=1, predict the reactants needed to synthesize it. The reactants are: Cl[C:2]1[C:7]([O:8][CH3:9])=[CH:6][C:5]([O:10][CH3:11])=[C:4](Cl)[C:3]=1[C:13]1[C:22](=[O:23])[N:21]([CH3:24])[C:20]2[N:19]=[C:18]([NH:25][C:26]3[C:31]([N+:32]([O-])=O)=[CH:30][CH:29]=[CH:28][C:27]=3[CH3:35])[N:17]=[CH:16][C:15]=2[N:14]=1.[Cl-].[NH4+]. (2) Given the product [Si:1]([O:8][C@H:9]1[CH2:18][C:17]([CH3:20])([CH3:19])[CH2:16][C:15]2[N:14]=[C:13]([Cl:21])[C:12]3[C@H:22]([C:31]4[CH:36]=[CH:35][C:34]([C:37]([F:40])([F:39])[F:38])=[CH:33][CH:32]=4)[O:23][C:24]4([CH2:25][CH2:26][O:27][CH2:28][CH2:29]4)[C:11]=3[C:10]1=2)([C:4]([CH3:5])([CH3:6])[CH3:7])([CH3:3])[CH3:2], predict the reactants needed to synthesize it. The reactants are: [Si:1]([O:8][C@H:9]1[CH2:18][C:17]([CH3:20])([CH3:19])[CH2:16][C:15]2[N:14]=[C:13]([Cl:21])[C:12]3[C:22]([C:31]4[CH:36]=[CH:35][C:34]([C:37]([F:40])([F:39])[F:38])=[CH:33][CH:32]=4)(O)[O:23][C:24]4([CH2:29][CH2:28][O:27][CH2:26][CH2:25]4)[C:11]=3[C:10]1=2)([C:4]([CH3:7])([CH3:6])[CH3:5])([CH3:3])[CH3:2].C([SiH](CC)CC)C. (3) Given the product [CH3:1][C:2]1[N:3]=[N:4][C:5]([CH2:8][CH2:9][C:10]([O:12][N:17]2[C:18](=[O:19])[CH2:13][CH2:14][C:15]2=[O:16])=[O:11])=[N:6][N:7]=1, predict the reactants needed to synthesize it. The reactants are: [CH3:1][C:2]1[N:7]=[N:6][C:5]([CH2:8][CH2:9][C:10]([OH:12])=[O:11])=[N:4][N:3]=1.[CH2:13]1[C:18](=[O:19])[N:17](OC(O[N:17]2[C:18](=[O:19])[CH2:13][CH2:14][C:15]2=[O:16])=O)[C:15](=[O:16])[CH2:14]1.C(N(C(C)C)CC)(C)C. (4) Given the product [Cl:1][C:2]1[CH:7]=[CH:6][C:5]([S:8][C:9]2[C:13]([CH3:14])=[N:12][N:11]([C:15]3[N:20]=[C:19]([C:21]4[CH:26]=[CH:25][CH:24]=[CH:23][N:22]=4)[CH:18]=[CH:17][N:16]=3)[C:10]=2[O:27][CH3:28])=[CH:4][CH:3]=1, predict the reactants needed to synthesize it. The reactants are: [Cl:1][C:2]1[CH:7]=[CH:6][C:5]([S:8][CH:9]2[C:13]([CH3:14])=[N:12][N:11]([C:15]3[N:20]=[C:19]([C:21]4[CH:26]=[CH:25][CH:24]=[CH:23][N:22]=4)[CH:18]=[CH:17][N:16]=3)[C:10]2=[O:27])=[CH:4][CH:3]=1.[C:28](=O)([O-])[O-].[K+].[K+].IC.O. (5) Given the product [NH2:1][C:2]1[CH:7]=[CH:6][N:5]=[C:4]([S:8][CH2:10][C:11]([CH3:18])([CH3:17])[C:12]([O:14][CH2:15][CH3:16])=[O:13])[N:3]=1, predict the reactants needed to synthesize it. The reactants are: [NH2:1][C:2]1[CH:7]=[CH:6][NH:5][C:4](=[S:8])[N:3]=1.Cl[CH2:10][C:11]([CH3:18])([CH3:17])[C:12]([O:14][CH2:15][CH3:16])=[O:13].C(=O)([O-])[O-].[K+].[K+].CN(C)C=O. (6) Given the product [CH3:43][O:45][C:4]1[CH:3]=[CH:2][C:1]([C:7]2[CH:8]=[C:9]3[N:15]=[C:14]([CH2:16][CH2:17][CH:18]4[NH:24][C:23](=[O:25])[CH2:22][CH2:21][CH2:20][CH2:19]4)[NH:13][C:10]3=[N:11][CH:12]=2)=[CH:6][CH:5]=1, predict the reactants needed to synthesize it. The reactants are: [C:1]1([C:7]2[CH:8]=[C:9]3[N:15]=[C:14]([CH2:16][CH2:17][CH:18]4[NH:24][C:23](=[O:25])[CH2:22][CH2:21][CH2:20][CH2:19]4)[NH:13][C:10]3=[N:11][CH:12]=2)[CH:6]=[CH:5][CH:4]=[CH:3][CH:2]=1.BrC1C=C2N=C(CCC3N[C:43](=[O:45])CCCC3)NC2=NC=1.C(=O)([O-])[O-].[Na+].[Na+].COC1C=CC(B(O)O)=CC=1. (7) Given the product [CH3:33][O:34][CH2:35][C:36]([O:38][CH:39]([N:20]1[C:19]2[CH:21]=[CH:22][CH:23]=[CH:24][C:18]=2[N:17]=[C:16]1[S:15]([CH2:14][C:3]1[C:2]([CH3:1])=[C:7]([O:8][CH2:9][C:10]([F:12])([F:11])[F:13])[CH:6]=[CH:5][N:4]=1)=[O:26])[CH3:40])=[O:37], predict the reactants needed to synthesize it. The reactants are: [CH3:1][C:2]1[C:3]([CH2:14][S:15][C:16]2[NH:20][C:19]3[CH:21]=[CH:22][CH:23]=[CH:24][C:18]=3[N:17]=2)=[N:4][CH:5]=[CH:6][C:7]=1[O:8][CH2:9][C:10]([F:13])([F:12])[F:11].C(=O)([O-])[OH:26].[Na+].C(#N)C.[CH3:33][O:34][CH2:35][C:36]([O:38][CH:39](I)[CH3:40])=[O:37].